From a dataset of Forward reaction prediction with 1.9M reactions from USPTO patents (1976-2016). Predict the product of the given reaction. (1) Given the reactants [CH2:1]([C@H:8]([NH:20][C:21](=[O:31])[O:22][C@@H:23]1[C@H:30]2[C@H:26]([O:27][CH2:28][CH2:29]2)[O:25][CH2:24]1)[C@H:9]([OH:19])[CH2:10][NH:11][O:12][CH:13]1[CH2:18][CH2:17][CH2:16][CH2:15][CH2:14]1)[C:2]1[CH:7]=[CH:6][CH:5]=[CH:4][CH:3]=1.[O:32]1[C:36]2[CH:37]=[CH:38][C:39]([S:41](Cl)(=[O:43])=[O:42])=[CH:40][C:35]=2[O:34][CH2:33]1.C(N(C(C)C)CC)(C)C, predict the reaction product. The product is: [O:32]1[C:36]2[CH:37]=[CH:38][C:39]([S:41]([N:11]([O:12][CH:13]3[CH2:14][CH2:15][CH2:16][CH2:17][CH2:18]3)[CH2:10][C@@H:9]([OH:19])[C@@H:8]([NH:20][C:21](=[O:31])[O:22][C@@H:23]3[C@H:30]4[C@H:26]([O:27][CH2:28][CH2:29]4)[O:25][CH2:24]3)[CH2:1][C:2]3[CH:3]=[CH:4][CH:5]=[CH:6][CH:7]=3)(=[O:42])=[O:43])=[CH:40][C:35]=2[O:34][CH2:33]1. (2) Given the reactants [N+:1]([C:4]1[CH:5]=[C:6](/C(/C)=C/C(OCC)=O)[CH:7]=[CH:8][CH:9]=1)([O-:3])=[O:2].[H-].[CH2:19]([Al+]CC(C)C)[CH:20](C)[CH3:21].O.[C:29](=[O:32])([O-])O.[Na+], predict the reaction product. The product is: [N+:1]([C:4]1[CH:9]=[C:8]([CH:29]([OH:32])[CH:19]=[CH:20][CH3:21])[CH:7]=[CH:6][CH:5]=1)([O-:3])=[O:2]. (3) Given the reactants FC1C=C([C:9]2[CH:10]=[C:11]([C:20]#[N:21])[C:12]3[C:17]([CH:18]=2)=[CH:16][CH:15]=[C:14]([OH:19])[CH:13]=3)C=CC=1O.[CH3:22]OC1C=C2C(CCCC2=O)=CC=1, predict the reaction product. The product is: [CH3:22][O:19][C:14]1[CH:13]=[C:12]2[C:17]([CH:18]=[CH:9][CH:10]=[C:11]2[C:20]#[N:21])=[CH:16][CH:15]=1. (4) Given the reactants [Br:1][C:2]1[CH:3]=[C:4]([CH:8]=[CH:9][CH:10]=1)[C:5](Cl)=[O:6].[C:11]1([O:17][CH3:18])[CH:16]=[CH:15][CH:14]=[CH:13][CH:12]=1.[Al+3].[Cl-].[Cl-].[Cl-].Cl, predict the reaction product. The product is: [Br:1][C:2]1[CH:3]=[C:4]([C:5]([C:14]2[CH:15]=[CH:16][C:11]([O:17][CH3:18])=[CH:12][CH:13]=2)=[O:6])[CH:8]=[CH:9][CH:10]=1. (5) Given the reactants [C:1]([O:5][C:6]([N:8]1[CH2:13][CH2:12][CH2:11][CH:10]([CH2:14][OH:15])[CH2:9]1)=[O:7])([CH3:4])([CH3:3])[CH3:2].[H-].[Na+].Cl[CH2:19][C:20]1[S:24][C:23]([C:25]2[CH:30]=[CH:29][C:28]([Cl:31])=[CH:27][CH:26]=2)=[N:22][C:21]=1[CH3:32].[I-].[Na+], predict the reaction product. The product is: [C:1]([O:5][C:6]([N:8]1[CH2:13][CH2:12][CH2:11][CH:10]([CH2:14][O:15][CH2:19][C:20]2[S:24][C:23]([C:25]3[CH:30]=[CH:29][C:28]([Cl:31])=[CH:27][CH:26]=3)=[N:22][C:21]=2[CH3:32])[CH2:9]1)=[O:7])([CH3:4])([CH3:3])[CH3:2]. (6) Given the reactants [C:1]1([C:7]2[O:11][N:10]=[C:9]([C:12]([O:14][CH2:15][CH3:16])=[O:13])[CH:8]=2)[CH:6]=[CH:5][CH:4]=[CH:3][CH:2]=1.[I:17]N1C(=O)CCC1=O, predict the reaction product. The product is: [I:17][C:8]1[C:9]([C:12]([O:14][CH2:15][CH3:16])=[O:13])=[N:10][O:11][C:7]=1[C:1]1[CH:2]=[CH:3][CH:4]=[CH:5][CH:6]=1. (7) Given the reactants [NH2:1][C:2]1[CH:18]=[CH:17][C:5]([O:6][CH2:7][CH2:8][NH:9]C(=O)OC(C)(C)C)=[C:4]([C:19]2[N:23]([CH3:24])[N:22]=[CH:21][C:20]=2[Br:25])[CH:3]=1.[Cl:26][C:27]1[CH:35]=[C:34]2[C:30]([CH2:31][CH2:32][NH:33]2)=[CH:29][CH:28]=1.Cl.CN([CH:40]=[O:41])C, predict the reaction product. The product is: [NH2:9][CH2:8][CH2:7][O:6][C:5]1[CH:17]=[CH:18][C:2]([NH:1][C:40]([N:33]2[C:34]3[C:30](=[CH:29][CH:28]=[C:27]([Cl:26])[CH:35]=3)[CH2:31][CH2:32]2)=[O:41])=[CH:3][C:4]=1[C:19]1[N:23]([CH3:24])[N:22]=[CH:21][C:20]=1[Br:25].